This data is from Full USPTO retrosynthesis dataset with 1.9M reactions from patents (1976-2016). The task is: Predict the reactants needed to synthesize the given product. Given the product [CH2:1]([N:8]1[C:12]2[CH:13]=[CH:14][C:15]([NH:17][C:18]3[CH:30]=[CH:29][C:28]([Cl:31])=[CH:27][C:19]=3[C:20]([OH:22])=[O:21])=[CH:16][C:11]=2[O:10][C:9]1=[O:32])[C:2]1[CH:7]=[CH:6][CH:5]=[CH:4][CH:3]=1, predict the reactants needed to synthesize it. The reactants are: [CH2:1]([N:8]1[C:12]2[CH:13]=[CH:14][C:15]([NH:17][C:18]3[CH:30]=[CH:29][C:28]([Cl:31])=[CH:27][C:19]=3[C:20]([O:22]C(C)(C)C)=[O:21])=[CH:16][C:11]=2[O:10][C:9]1=[O:32])[C:2]1[CH:7]=[CH:6][CH:5]=[CH:4][CH:3]=1.